Dataset: Reaction yield outcomes from USPTO patents with 853,638 reactions. Task: Predict the reaction yield, written as a fraction of the theoretical maximum amount of product (1.0 means a 100% yield; for example, 0.34 means a 34% yield). (1) The reactants are [Cl:1][C:2]1[C:3]([O:12][C:13]2[CH:18]=[C:17]([O:19][CH:20]([CH3:22])[CH3:21])[CH:16]=[CH:15][C:14]=2/[CH:23]=[CH:24]/[C:25]([O:27]CC)=[O:26])=[N:4][CH:5]=[C:6]([C:8]([F:11])([F:10])[F:9])[CH:7]=1.[OH-].[Na+].Cl. The catalyst is O1CCCC1.C(O)C.C1(C)C=CC=CC=1. The product is [Cl:1][C:2]1[C:3]([O:12][C:13]2[CH:18]=[C:17]([O:19][CH:20]([CH3:21])[CH3:22])[CH:16]=[CH:15][C:14]=2/[CH:23]=[CH:24]/[C:25]([OH:27])=[O:26])=[N:4][CH:5]=[C:6]([C:8]([F:10])([F:9])[F:11])[CH:7]=1. The yield is 0.630. (2) The reactants are [CH2:1]([N:3]([CH:21]1[CH2:24][S:23][CH2:22]1)[C:4]([C:6]1[S:10][C:9]([C:11]2[CH:12]=[N:13][CH:14]=[CH:15][CH:16]=2)=[N:8][C:7]=1[C:17]([F:20])([F:19])[F:18])=[O:5])[CH3:2].B1([O-])O[O:26]1.O.O.O.O.[Na+].C(=O)([O-])O.[Na+]. The catalyst is C(O)(=O)C. The product is [CH2:1]([N:3]([CH:21]1[CH2:24][S:23](=[O:26])[CH2:22]1)[C:4]([C:6]1[S:10][C:9]([C:11]2[CH:12]=[N:13][CH:14]=[CH:15][CH:16]=2)=[N:8][C:7]=1[C:17]([F:20])([F:19])[F:18])=[O:5])[CH3:2]. The yield is 0.960. (3) The reactants are [Cl:1][C:2]1[CH:3]=[C:4]([C:12]2[O:16][N:15]=[C:14]([CH2:17][OH:18])[CH:13]=2)[CH:5]=[CH:6][C:7]=1[O:8][CH:9]([CH3:11])[CH3:10].CC(OI1(OC(C)=O)(OC(C)=O)OC(=O)C2C=CC=CC1=2)=O.CCOC(C)=O.CCCCCCC. The catalyst is ClCCl. The product is [Cl:1][C:2]1[CH:3]=[C:4]([C:12]2[O:16][N:15]=[C:14]([CH:17]=[O:18])[CH:13]=2)[CH:5]=[CH:6][C:7]=1[O:8][CH:9]([CH3:11])[CH3:10]. The yield is 0.920. (4) The product is [CH3:22][O:21][C:10]1[C:8]2[N:9]=[C:5]([NH2:4])[S:6][C:7]=2[C:13]([C:14]2[CH:19]=[CH:18][N:17]=[C:16]([CH3:20])[CH:15]=2)=[CH:12][CH:11]=1. The yield is 0.830. The reactants are COC(=O)[NH:4][C:5]1[S:6][C:7]2[C:13]([C:14]3[CH:19]=[CH:18][N:17]=[C:16]([CH3:20])[CH:15]=3)=[CH:12][CH:11]=[C:10]([O:21][CH3:22])[C:8]=2[N:9]=1.[OH-].[K+].Cl. The catalyst is C(O)CO.O. (5) The catalyst is C1COCC1.CN(C=O)C. The reactants are [OH:1][C:2]([C:5]1[CH:10]=[CH:9][C:8]([C:11]([N:13]2[CH2:18][CH2:17][C:16]3([O:23][C:22]4[CH:24]=[CH:25][CH:26]=[CH:27][C:21]=4[N:20]4[CH:28]=[CH:29][CH:30]=[C:19]34)[CH2:15][CH2:14]2)=[O:12])=[CH:7][C:6]=1[O:31][CH3:32])([CH3:4])[CH3:3].[H-].[Na+].[CH3:35]I. The yield is 0.350. The product is [CH3:32][O:31][C:6]1[CH:7]=[C:8]([C:11]([N:13]2[CH2:14][CH2:15][C:16]3([O:23][C:22]4[CH:24]=[CH:25][CH:26]=[CH:27][C:21]=4[N:20]4[CH:28]=[CH:29][CH:30]=[C:19]34)[CH2:17][CH2:18]2)=[O:12])[CH:9]=[CH:10][C:5]=1[C:2]([O:1][CH3:35])([CH3:3])[CH3:4]. (6) The reactants are [CH3:1][O:2][C:3]([C:5]1[CH:13]=[C:12]2[C:8]([CH:9]=[CH:10][NH:11]2)=[CH:7][CH:6]=1)=[O:4].[CH:14]1([CH2:20]Br)[CH2:19][CH2:18][CH2:17][CH2:16][CH2:15]1.[H-].[Na+]. The catalyst is CN(C=O)C.O.C(OCC)(=O)C. The product is [CH3:1][O:2][C:3]([C:5]1[CH:13]=[C:12]2[C:8]([CH:9]=[CH:10][N:11]2[CH2:20][CH:14]2[CH2:19][CH2:18][CH2:17][CH2:16][CH2:15]2)=[CH:7][CH:6]=1)=[O:4]. The yield is 0.740. (7) The reactants are [Cl:1][C:2]1[CH:7]=[CH:6][C:5](I)=[C:4]([C:9]([F:12])([F:11])[F:10])[CH:3]=1.[CH3:13][N:14](C)C=O. The catalyst is C1(C)C=CC=CC=1.[C-]#N.[Zn+2].[C-]#N.C1C=CC([P]([Pd]([P](C2C=CC=CC=2)(C2C=CC=CC=2)C2C=CC=CC=2)([P](C2C=CC=CC=2)(C2C=CC=CC=2)C2C=CC=CC=2)[P](C2C=CC=CC=2)(C2C=CC=CC=2)C2C=CC=CC=2)(C2C=CC=CC=2)C2C=CC=CC=2)=CC=1. The product is [Cl:1][C:2]1[CH:7]=[CH:6][C:5]([C:13]#[N:14])=[C:4]([C:9]([F:12])([F:11])[F:10])[CH:3]=1. The yield is 0.630.